From a dataset of Catalyst prediction with 721,799 reactions and 888 catalyst types from USPTO. Predict which catalyst facilitates the given reaction. (1) Reactant: [OH:1][C:2]1([C:5]([O:7][CH3:8])=[O:6])[CH2:4][CH2:3]1.C1OCCOCCOCCOCCOC1.[H-].[Na+].[Br:26][C:27]1[CH:32]=[C:31](F)[C:30]([N+:34]([O-:36])=[O:35])=[CH:29][C:28]=1[F:37]. Product: [Br:26][C:27]1[C:28]([F:37])=[CH:29][C:30]([N+:34]([O-:36])=[O:35])=[C:31]([CH:32]=1)[O:1][C:2]1([C:5]([O:7][CH3:8])=[O:6])[CH2:4][CH2:3]1. The catalyst class is: 1. (2) Reactant: I[C:2]1[CH:7]=[CH:6][C:5]([I:8])=[CH:4][C:3]=1[N+:9]([O-:11])=[O:10].C1([Mg]Br)C=CC=CC=1.[CH:20](=[O:24])[CH:21]([CH3:23])[CH3:22]. Product: [I:8][C:5]1[CH:6]=[CH:7][C:2]([CH:20]([OH:24])[CH:21]([CH3:23])[CH3:22])=[C:3]([N+:9]([O-:11])=[O:10])[CH:4]=1. The catalyst class is: 1. (3) The catalyst class is: 6. Product: [CH:23]([C:2]1[C:3]([F:14])=[CH:4][N:5]=[C:6]2[C:11]=1[N:10]=[C:9]([O:12][CH3:13])[CH:8]=[CH:7]2)=[CH2:24]. Reactant: Br[C:2]1[C:3]([F:14])=[CH:4][N:5]=[C:6]2[C:11]=1[N:10]=[C:9]([O:12][CH3:13])[CH:8]=[CH:7]2.C(=O)([O-])[O-].[K+].[K+].CO[CH2:23][CH2:24]OC. (4) Reactant: [F:1][C:2]1[CH:9]=[CH:8][CH:7]=[CH:6][C:3]=1[CH2:4]Br.[CH3:10][C:11]1[CH:12]=[C:13]([CH2:30][CH:31]2[CH2:36][CH2:35][NH:34][CH2:33][CH2:32]2)[CH:14]=[C:15]2[C:19]=1[C:18](=[O:20])[N:17]([CH2:21][CH:22]([CH:24]1CCCC[CH2:25]1)C)[CH2:16]2.C(=O)([O-])[O-].[K+].[K+].CC(C)([O-])C.[Na+]. The catalyst class is: 192. Product: [CH:22]1([CH2:21][N:17]2[CH2:16][C:15]3[C:19](=[C:11]([CH3:10])[CH:12]=[C:13]([CH2:30][CH:31]4[CH2:32][CH2:33][N:34]([CH2:4][C:3]5[CH:6]=[CH:7][CH:8]=[CH:9][C:2]=5[F:1])[CH2:35][CH2:36]4)[CH:14]=3)[C:18]2=[O:20])[CH2:25][CH2:24]1.